Dataset: Experimentally validated miRNA-target interactions with 360,000+ pairs, plus equal number of negative samples. Task: Binary Classification. Given a miRNA mature sequence and a target amino acid sequence, predict their likelihood of interaction. The miRNA is mmu-miR-7018-3p with sequence UCACCCUGCUGCCGGCUUGCAG. The protein sequence of the target gene is MPLEVVVELQIRAISCPGVFLPGKQDVYLGVYLMNQYLETNSFPSAFPIMIQESMRFEKVFESAVDPGAVVDLLEMWDELAYYEENTRDFLFPEPKLTPSHPRRCREVLMKTALGFPGIAPKIEFSTRTAIRECVFLHRNRFLEERHESRRPLSTSHEPIFPLNTIKMKLKENNLNRLPKGMQARAPSQYSTRHFFQDQPAQLNLGNNFKISGGSKPPFVVRHVDSAKPFGENISEHHLRRSRRKSKFSDFPFPTRRASSLDSLAANVKVIKEPDERIVLRSDSSSCLDSSQFGKSSSSK.... Result: 0 (no interaction).